Dataset: Full USPTO retrosynthesis dataset with 1.9M reactions from patents (1976-2016). Task: Predict the reactants needed to synthesize the given product. (1) Given the product [O:85]1[C:81]2[CH:80]=[CH:79][N:78]=[C:77]([O:76][C:74]3[CH:75]=[CH:70][C:71]([C:86]4[CH:90]([CH3:91])[O:89][C:88](=[O:92])[C:87]=4[CH3:93])=[CH:72][CH:73]=3)[C:82]=2[CH:83]=[CH:84]1, predict the reactants needed to synthesize it. The reactants are: FC(F)(F)S(OC1C(C)OC(=O)C=1C)(=O)=O.CC1(C)C(C)(C)OB(C2C=CC(OC3C4C=COC=4C=CN=3)=CC=2)O1.COC1C=C(C=CC=1B1OC(C)(C)C(C)(C)O1)OC1C2C=COC=2C=CN=1.F[C:70]1[CH:75]=[C:74]([O:76][C:77]2[C:82]3[CH:83]=[CH:84][O:85][C:81]=3[CH:80]=[CH:79][N:78]=2)[CH:73]=[CH:72][C:71]=1[C:86]1[CH:90]([CH3:91])[O:89][C:88](=[O:92])[C:87]=1[CH3:93]. (2) The reactants are: [CH2:1]([O:3][C:4]([C:6]1[N:10]=[CH:9][NH:8][N:7]=1)=[O:5])C.[H-].[Na+].[C:13]([O:17][C:18]([N:20]1[CH2:25][CH2:24][CH:23](OS(C)(=O)=O)[CH2:22][CH2:21]1)=[O:19])([CH3:16])([CH3:15])[CH3:14]. Given the product [C:13]([O:17][C:18]([N:20]1[CH2:25][CH2:24][CH:23]([N:8]2[CH:9]=[N:10][C:6]([C:4]([O:3][CH3:1])=[O:5])=[N:7]2)[CH2:22][CH2:21]1)=[O:19])([CH3:16])([CH3:14])[CH3:15], predict the reactants needed to synthesize it. (3) Given the product [CH2:1]([O:8][C:9](=[O:20])[NH:10][CH2:11][CH2:12][CH2:13][CH2:14][CH2:15][CH:16]([NH:19][S:30]([C:25]1[CH:26]=[CH:27][CH:28]=[CH:29][CH:24]=1)(=[O:32])=[O:31])[C:17]#[N:18])[C:2]1[CH:3]=[CH:4][CH:5]=[CH:6][CH:7]=1, predict the reactants needed to synthesize it. The reactants are: [CH2:1]([O:8][C:9](=[O:20])[NH:10][CH2:11][CH2:12][CH2:13][CH2:14][CH2:15][CH:16]([NH2:19])[C:17]#[N:18])[C:2]1[CH:7]=[CH:6][CH:5]=[CH:4][CH:3]=1.[N+]([C:24]1[CH:29]=[CH:28][CH:27]=[CH:26][C:25]=1[S:30](Cl)(=[O:32])=[O:31])([O-])=O. (4) Given the product [Br:1][C:2]1[CH:3]=[CH:4][C:5]([F:19])=[C:6]([C:8]2([CH:11]3[CH2:13][CH2:12]3)[NH:14][C:15](=[O:18])[CH2:16][O:10][CH2:9]2)[CH:7]=1, predict the reactants needed to synthesize it. The reactants are: [Br:1][C:2]1[CH:3]=[CH:4][C:5]([F:19])=[C:6]([C:8]([NH:14][C:15](=[O:18])[CH2:16]Cl)([CH:11]2[CH2:13][CH2:12]2)[CH2:9][OH:10])[CH:7]=1.CC(C)([O-])C.[K+]. (5) The reactants are: [C:1]1([C:27]2[CH:32]=[CH:31][CH:30]=[CH:29][CH:28]=2)[CH:6]=[CH:5][C:4]([C:7]([N:9]2[CH2:14][CH2:13][N:12]([C:15]3[C:16]4[CH:24]=[C:23]([CH2:25][CH3:26])[S:22][C:17]=4[N:18]=[C:19](Cl)[N:20]=3)[CH2:11][CH2:10]2)=[O:8])=[CH:3][CH:2]=1.CN(C=O)C.[SH:38][CH2:39][C:40]([NH2:42])=[O:41]. Given the product [C:1]1([C:27]2[CH:32]=[CH:31][CH:30]=[CH:29][CH:28]=2)[CH:6]=[CH:5][C:4]([C:7]([N:9]2[CH2:14][CH2:13][N:12]([C:15]3[C:16]4[CH:24]=[C:23]([CH2:25][CH3:26])[S:22][C:17]=4[N:18]=[C:19]([S:38][CH2:39][C:40]([NH2:42])=[O:41])[N:20]=3)[CH2:11][CH2:10]2)=[O:8])=[CH:3][CH:2]=1, predict the reactants needed to synthesize it. (6) Given the product [CH3:43][NH:44][C:11]([C:13]1[C:17]([CH3:18])=[C:16](/[CH:19]=[C:20]2\[C:21](=[O:41])[NH:22][C:23]3[C:28]\2=[CH:27][C:26]([S:29]([CH2:32][C:33]2[C:34]([Cl:40])=[CH:35][CH:36]=[CH:37][C:38]=2[Cl:39])(=[O:30])=[O:31])=[CH:25][CH:24]=3)[NH:15][C:14]=1[CH3:42])=[O:10], predict the reactants needed to synthesize it. The reactants are: N1C2C(=NC=CC=2)N([O:10][C:11]([C:13]2[C:17]([CH3:18])=[C:16](/[CH:19]=[C:20]3\[C:21](=[O:41])[NH:22][C:23]4[C:28]\3=[CH:27][C:26]([S:29]([CH2:32][C:33]3[C:38]([Cl:39])=[CH:37][CH:36]=[CH:35][C:34]=3[Cl:40])(=[O:31])=[O:30])=[CH:25][CH:24]=4)[NH:15][C:14]=2[CH3:42])=O)N=1.[CH3:43][NH2:44]. (7) The reactants are: [Cl:1][C:2]1[C:3]2[C:10]([CH2:11][CH2:12][CH3:13])=[CH:9][NH:8][C:4]=2[N:5]=[CH:6][N:7]=1.[CH3:14][C:15]1[CH:16]=[C:17](B(O)O)[CH:18]=[CH:19][CH:20]=1.C(N(CC)CC)C. Given the product [Cl:1][C:2]1[C:3]2[C:10]([CH2:11][CH2:12][CH3:13])=[CH:9][N:8]([C:19]3[CH:20]=[C:15]([CH3:14])[CH:16]=[CH:17][CH:18]=3)[C:4]=2[N:5]=[CH:6][N:7]=1, predict the reactants needed to synthesize it. (8) Given the product [F:41][C:2]([F:1])([F:42])[C:3]1[CH:4]=[C:5]([CH:34]=[C:35]([C:37]([F:40])([F:38])[F:39])[CH:36]=1)[C:6]([N:8]1[CH2:13][CH2:12][CH:11]([N:14]2[CH2:15][CH2:16][NH:17][CH2:18][CH2:19]2)[CH2:10][CH:9]1[CH2:27][C:28]1[CH:33]=[CH:32][CH:31]=[CH:30][CH:29]=1)=[O:7], predict the reactants needed to synthesize it. The reactants are: [F:1][C:2]([F:42])([F:41])[C:3]1[CH:4]=[C:5]([CH:34]=[C:35]([C:37]([F:40])([F:39])[F:38])[CH:36]=1)[C:6]([N:8]1[CH2:13][CH2:12][C@H:11]([N:14]2[CH2:19][CH2:18][N:17](CC3C=CC=CC=3)[CH2:16][CH2:15]2)[CH2:10][C@@H:9]1[CH2:27][C:28]1[CH:33]=[CH:32][CH:31]=[CH:30][CH:29]=1)=[O:7].